From a dataset of Tox21: 12 toxicity assays (nuclear receptors and stress response pathways). Binary classification across 12 toxicity assays. (1) The compound is CCCCCCCCCCC=O. It tested positive (active) for: NR-ER (Estrogen Receptor agonist activity). (2) The molecule is CC(C)(C)c1ccc(CN2CCN(C(c3ccccc3)c3ccc(Cl)cc3)CC2)cc1. It tested positive (active) for: NR-Aromatase (Aromatase enzyme inhibition), and SR-MMP (Mitochondrial Membrane Potential disruption). (3) The compound is CC[C@H]1CC[C@H](NCc2cc3c(cc2OC)[C@H]2C[C@H]2C(=O)N3C)[C@H](c2ccccc2)N1. It tested positive (active) for: SR-p53 (p53 tumor suppressor activation). (4) The compound is COc1c2ccoc2cc2oc(=O)ccc12. It tested positive (active) for: NR-AhR (Aryl hydrocarbon Receptor agonist activity). (5) The drug is CC(=O)c1ccc2c(c1)Cc1ccccc1-2. It tested positive (active) for: NR-AhR (Aryl hydrocarbon Receptor agonist activity), NR-ER (Estrogen Receptor agonist activity), and SR-ARE (Antioxidant Response Element (oxidative stress)). (6) The drug is CCCCCCCCCCCC(=O)N(C)CC(=O)O. It tested positive (active) for: NR-PPAR-gamma (PPAR-gamma nuclear receptor agonist), and SR-ARE (Antioxidant Response Element (oxidative stress)). (7) The compound is CCOP(=O)(OCC)OCC. It tested positive (active) for: NR-AhR (Aryl hydrocarbon Receptor agonist activity).